Dataset: NCI-60 drug combinations with 297,098 pairs across 59 cell lines. Task: Regression. Given two drug SMILES strings and cell line genomic features, predict the synergy score measuring deviation from expected non-interaction effect. (1) Drug 1: CC1OCC2C(O1)C(C(C(O2)OC3C4COC(=O)C4C(C5=CC6=C(C=C35)OCO6)C7=CC(=C(C(=C7)OC)O)OC)O)O. Drug 2: C1=NNC2=C1C(=O)NC=N2. Cell line: BT-549. Synergy scores: CSS=18.7, Synergy_ZIP=-7.31, Synergy_Bliss=-0.668, Synergy_Loewe=-28.5, Synergy_HSA=-2.88. (2) Drug 1: C1C(C(OC1N2C=C(C(=O)NC2=O)F)CO)O. Drug 2: CCCCCOC(=O)NC1=NC(=O)N(C=C1F)C2C(C(C(O2)C)O)O. Cell line: PC-3. Synergy scores: CSS=5.26, Synergy_ZIP=-3.17, Synergy_Bliss=-1.62, Synergy_Loewe=-8.57, Synergy_HSA=-2.62. (3) Drug 1: CCCCC(=O)OCC(=O)C1(CC(C2=C(C1)C(=C3C(=C2O)C(=O)C4=C(C3=O)C=CC=C4OC)O)OC5CC(C(C(O5)C)O)NC(=O)C(F)(F)F)O. Drug 2: N.N.Cl[Pt+2]Cl. Cell line: OVCAR-8. Synergy scores: CSS=47.0, Synergy_ZIP=-5.48, Synergy_Bliss=-0.607, Synergy_Loewe=-7.54, Synergy_HSA=2.59. (4) Drug 1: CC12CCC(CC1=CCC3C2CCC4(C3CC=C4C5=CN=CC=C5)C)O. Drug 2: C1=CC(=CC=C1CC(C(=O)O)N)N(CCCl)CCCl.Cl. Cell line: M14. Synergy scores: CSS=4.12, Synergy_ZIP=-0.149, Synergy_Bliss=-2.29, Synergy_Loewe=-5.56, Synergy_HSA=-5.38. (5) Drug 1: CC1=CC=C(C=C1)C2=CC(=NN2C3=CC=C(C=C3)S(=O)(=O)N)C(F)(F)F. Drug 2: CS(=O)(=O)CCNCC1=CC=C(O1)C2=CC3=C(C=C2)N=CN=C3NC4=CC(=C(C=C4)OCC5=CC(=CC=C5)F)Cl. Cell line: K-562. Synergy scores: CSS=3.38, Synergy_ZIP=0.576, Synergy_Bliss=6.62, Synergy_Loewe=-3.13, Synergy_HSA=-1.21. (6) Drug 1: C1=NC2=C(N1)C(=S)N=C(N2)N. Drug 2: CC1C(C(CC(O1)OC2CC(CC3=C2C(=C4C(=C3O)C(=O)C5=CC=CC=C5C4=O)O)(C(=O)C)O)N)O. Cell line: UACC-257. Synergy scores: CSS=53.5, Synergy_ZIP=-6.68, Synergy_Bliss=-4.86, Synergy_Loewe=-16.2, Synergy_HSA=-2.02.